From a dataset of Catalyst prediction with 721,799 reactions and 888 catalyst types from USPTO. Predict which catalyst facilitates the given reaction. (1) Reactant: [C:1]([NH:4][CH2:5][C@H:6]1[C@@H:10]2[CH2:11][C:12]3[CH:13]=[C:14]([C:18]4[CH2:23][CH2:22][N:21](C(OC(C)(C)C)=O)[CH2:20][CH:19]=4)[CH:15]=[CH:16][C:17]=3[N:9]2[C:8](=[O:31])[O:7]1)(=[O:3])[CH3:2].[C:32]([OH:38])([C:34]([F:37])([F:36])[F:35])=[O:33]. Product: [F:35][C:34]([F:37])([F:36])[C:32]([OH:38])=[O:33].[O:31]=[C:8]1[N:9]2[C:17]3[CH:16]=[CH:15][C:14]([C:18]4[CH2:23][CH2:22][NH:21][CH2:20][CH:19]=4)=[CH:13][C:12]=3[CH2:11][C@H:10]2[C@H:6]([CH2:5][NH:4][C:1](=[O:3])[CH3:2])[O:7]1. The catalyst class is: 26. (2) Reactant: [F:1][C:2]1[CH:7]=[CH:6][CH:5]=[CH:4][C:3]=1[N:8]1[C:16]2[C:11](=[C:12]([N:17]3[CH2:21][CH2:20][N:19]([CH2:22][C:23](O)=[O:24])[C:18]3=[O:26])[CH:13]=[CH:14][CH:15]=2)[CH:10]=[N:9]1.[CH:27]1([NH2:30])[CH2:29][CH2:28]1.C(N(C(C)C)C(C)C)C.CN(C(ON1N=NC2C=CC=NC1=2)=[N+](C)C)C.F[P-](F)(F)(F)(F)F. Product: [CH:27]1([NH:30][C:23](=[O:24])[CH2:22][N:19]2[CH2:20][CH2:21][N:17]([C:12]3[CH:13]=[CH:14][CH:15]=[C:16]4[C:11]=3[CH:10]=[N:9][N:8]4[C:3]3[CH:4]=[CH:5][CH:6]=[CH:7][C:2]=3[F:1])[C:18]2=[O:26])[CH2:29][CH2:28]1. The catalyst class is: 7. (3) Reactant: [C:1]([NH:4][C@:5]1([C@@H](CC)C)[CH2:9][CH2:8][N:7]([C@@H:10]([CH2:51][CH2:52]C2C=CC=CC=2)[C:11]([NH:13][C@@H:14]([CH2:42][C:43]2[CH:48]=[C:47]([F:49])[CH:46]=[C:45]([F:50])[CH:44]=2)[C@@H:15]([C@H:17]2[CH2:21][C@H:20]([O:22]C3C=CC=CN=3)[CH2:19][N:18]2C(C2C=CC=CC=2)C2C=CC=CC=2)[OH:16])=[O:12])[C:6]1=[O:59])(=[O:3])[CH3:2].C(N[C@]1([C@@H](CC)C)CCN([C@@H](CCC2C=CC=CC=2)C(N[C@@H](CC2C=C(F)C=C(F)C=2)[C@@H]([C@H]2C[C@@H](O[C:86]3[CH:91]=[CH:90][CH:89]=[CH:88][CH:87]=3)CN2C(C2C=CC=CC=2)C2C=CC=CC=2)O)=O)C1=O)(=O)C.C(N[C@]1([C@@H](CC)C)CCN([C@@H](CC[C:142]2[CH:147]=[CH:146][CH:145]=[CH:144][CH:143]=2)C(O)=O)C1=O)(=O)C.CN(C(ON1N=N[C:163]2[CH:164]=[CH:165]C=N[C:162]1=2)=[N+](C)C)C.F[P-](F)(F)(F)(F)F.N[C@@H](CC1C=C(F)C=C(F)C=1)[C@@H]([C@H]1C[C@H](OC2C=CC=CN=2)CN1C(C1C=CC=CC=1)C1C=CC=CC=1)O.CN1CCOCC1. Product: [C:1]([NH:4][C@:5]1([C@@H:163]([CH2:164][CH3:165])[CH3:162])[CH2:9][CH2:8][N:7]([C@@H:10]([CH2:51][CH2:52][C:142]2[CH:147]=[CH:146][CH:145]=[CH:144][CH:143]=2)[C:11]([NH:13][C@@H:14]([CH2:42][C:43]2[CH:44]=[C:45]([F:50])[CH:46]=[C:47]([F:49])[CH:48]=2)[C@H:15]([OH:16])[C@H:17]2[CH2:21][C@@H:20]([O:22][C:86]3[CH:91]=[CH:90][CH:89]=[CH:88][CH:87]=3)[CH2:19][NH:18]2)=[O:12])[C:6]1=[O:59])(=[O:3])[CH3:2]. The catalyst class is: 3. (4) Reactant: [CH:1]([C:3]1[CH:4]=[N:5][CH:6]=[CH:7][C:8]=1[NH:9]C(=O)C(C)(C)C)=[O:2]. Product: [NH2:9][C:8]1[CH:7]=[CH:6][N:5]=[CH:4][C:3]=1[CH:1]=[O:2]. The catalyst class is: 33. (5) Reactant: [OH:1][C:2]1[CH:3]=[C:4]([CH:7]=[CH:8][C:9]=1[O:10][CH3:11])[CH:5]=[O:6].C([O-])([O-])=O.[K+].[K+].Br[CH2:19][CH2:20][F:21]. Product: [F:21][CH2:20][CH2:19][O:1][C:2]1[CH:3]=[C:4]([CH:7]=[CH:8][C:9]=1[O:10][CH3:11])[CH:5]=[O:6]. The catalyst class is: 3. (6) Reactant: [OH:1][C:2]1[CH:7]=[CH:6][C:5]([C:8]2[CH:9]=[C:10]([C:15]3[CH:20]=CC(OCC(O)=O)=[CH:17][CH:16]=3)[NH:11][C:12](=[O:14])[N:13]=2)=[CH:4][C:3]=1[CH3:26].[O:27]1[CH2:32][CH2:31][N:30]([CH2:33][CH2:34][NH2:35])[CH2:29][CH2:28]1.[OH:36]N1C2C=CC=CC=2N=N1.CCN=C=N[CH2:51][CH2:52][CH2:53][N+](C)(C)C.[I-].Cl[CH:60](Cl)[CH3:61]. Product: [OH:1][C:2]1[CH:7]=[CH:6][C:5]([C:8]2[CH:9]=[C:10]([C:15]3[CH:16]=[CH:17][C:32]([O:27][CH2:28][C:29]([NH:30][CH2:33][CH2:34][N:35]4[CH2:51][CH2:52][CH2:53][CH2:61][CH2:60]4)=[O:36])=[CH:31][CH:20]=3)[NH:11][C:12](=[O:14])[N:13]=2)=[CH:4][C:3]=1[CH3:26]. The catalyst class is: 9.